This data is from Peptide-MHC class II binding affinity with 134,281 pairs from IEDB. The task is: Regression. Given a peptide amino acid sequence and an MHC pseudo amino acid sequence, predict their binding affinity value. This is MHC class II binding data. (1) The peptide sequence is FVRSSNLKFQDAYNA. The MHC is HLA-DQA10501-DQB10201 with pseudo-sequence HLA-DQA10501-DQB10201. The binding affinity (normalized) is 0.0920. (2) The peptide sequence is SPEVIPMFSALSEGAT. The MHC is HLA-DQA10501-DQB10201 with pseudo-sequence HLA-DQA10501-DQB10201. The binding affinity (normalized) is 0.382. (3) The peptide sequence is AFKVAATAFNAAPAN. The MHC is HLA-DPA10201-DPB11401 with pseudo-sequence HLA-DPA10201-DPB11401. The binding affinity (normalized) is 0.955. (4) The peptide sequence is DITVKNCVLKKSTNG. The MHC is DRB1_0701 with pseudo-sequence DRB1_0701. The binding affinity (normalized) is 0.243. (5) The peptide sequence is LFCGCGHEALTGTEKLIETY. The binding affinity (normalized) is 0.251. The MHC is H-2-IAd with pseudo-sequence H-2-IAd. (6) The peptide sequence is CGDGIFIFRDSDDWL. The MHC is HLA-DQA10501-DQB10402 with pseudo-sequence HLA-DQA10501-DQB10402. The binding affinity (normalized) is 0.512. (7) The peptide sequence is AAATATATAAVGAAT. The MHC is DRB1_1501 with pseudo-sequence DRB1_1501. The binding affinity (normalized) is 0.